Task: Predict the product of the given reaction.. Dataset: Forward reaction prediction with 1.9M reactions from USPTO patents (1976-2016) (1) Given the reactants [CH3:1][Mg+].[Br-].CN(OC)[C:6]([C:8]1[CH:13]=[CH:12][N:11]=[CH:10][C:9]=1[CH3:14])=[O:7], predict the reaction product. The product is: [CH3:14][C:9]1[CH:10]=[N:11][CH:12]=[CH:13][C:8]=1[C:6](=[O:7])[CH3:1]. (2) Given the reactants C1(=O)N(OC([C:9]2[C:10](=[O:20])[O:11][C:12]3[C:17]([CH:18]=2)=[CH:16][CH:15]=[C:14]([OH:19])[CH:13]=3)=O)C(=O)CC1.NCCCCC(O)=O.C(N(CC)CC)C, predict the reaction product. The product is: [OH:19][C:14]1[CH:13]=[C:12]2[C:17]([CH:18]=[CH:9][C:10](=[O:20])[O:11]2)=[CH:16][CH:15]=1. (3) Given the reactants [F:1][C:2]1[CH:3]=[C:4]([C:8]2[CH:9]=[CH:10][C:11]3[N:12]([CH:14]=[N:15][N:16]=3)[CH:13]=2)[CH:5]=[CH:6][CH:7]=1.[Br:17]N1C(=O)CCC1=O, predict the reaction product. The product is: [Br:17][C:14]1[N:12]2[CH:13]=[C:8]([C:4]3[CH:5]=[CH:6][CH:7]=[C:2]([F:1])[CH:3]=3)[CH:9]=[CH:10][C:11]2=[N:16][N:15]=1. (4) Given the reactants [Cl:1][C:2]1[CH:3]=[C:4]([C:13]([F:20])([F:19])[C:14]([O:16]CC)=[O:15])[CH:5]=[CH:6][C:7]=1[O:8][C:9]([F:12])([F:11])[F:10].O.[OH-].[Li+], predict the reaction product. The product is: [Cl:1][C:2]1[CH:3]=[C:4]([C:13]([F:19])([F:20])[C:14]([OH:16])=[O:15])[CH:5]=[CH:6][C:7]=1[O:8][C:9]([F:12])([F:11])[F:10]. (5) Given the reactants [N+:1]([C:4]1[C:5]([OH:14])=[C:6]([O:12][CH3:13])[CH:7]=[C:8]([CH:11]=1)[CH:9]=[O:10])([O-:3])=[O:2].[C:15](=O)([O-])[O-].[Cs+].[Cs+].IC, predict the reaction product. The product is: [CH3:13][O:12][C:6]1[CH:7]=[C:8]([CH:11]=[C:4]([N+:1]([O-:3])=[O:2])[C:5]=1[O:14][CH3:15])[CH:9]=[O:10]. (6) Given the reactants [Cl:1][C:2]1[CH:7]=[CH:6][C:5]([C:8]2([CH3:41])[C:12]([C:14]3[CH:19]=[CH:18][C:17]([Cl:20])=[CH:16][CH:15]=3)([CH3:13])[N:11]([C:21](Cl)=[O:22])[C:10]([C:24]3[CH:29]=[CH:28][C:27]([S:30]([N:33]4[CH2:37][CH2:36][CH2:35][CH2:34]4)(=[O:32])=[O:31])=[CH:26][C:25]=3[O:38][CH2:39][CH3:40])=[N:9]2)=[CH:4][CH:3]=1.Cl.Cl.[N:44]1([CH2:50][CH2:51][NH:52][S:53]([CH3:56])(=[O:55])=[O:54])[CH2:49][CH2:48][NH:47][CH2:46][CH2:45]1, predict the reaction product. The product is: [Cl:1][C:2]1[CH:3]=[CH:4][C:5]([C@@:8]2([CH3:41])[C@:12]([C:14]3[CH:19]=[CH:18][C:17]([Cl:20])=[CH:16][CH:15]=3)([CH3:13])[N:11]([C:21]([N:47]3[CH2:48][CH2:49][N:44]([CH2:50][CH2:51][NH:52][S:53]([CH3:56])(=[O:55])=[O:54])[CH2:45][CH2:46]3)=[O:22])[C:10]([C:24]3[CH:29]=[CH:28][C:27]([S:30]([N:33]4[CH2:34][CH2:35][CH2:36][CH2:37]4)(=[O:31])=[O:32])=[CH:26][C:25]=3[O:38][CH2:39][CH3:40])=[N:9]2)=[CH:6][CH:7]=1. (7) Given the reactants [CH2:1]([O:8][C:9]1[C:19]([C:20]([F:23])([F:22])[F:21])=[CH:18][C:12]([C:13]([O:15]CC)=[O:14])=[CH:11][C:10]=1[O:24][CH3:25])[C:2]1[CH:7]=[CH:6][CH:5]=[CH:4][CH:3]=1.O.[OH-].[Li+], predict the reaction product. The product is: [CH2:1]([O:8][C:9]1[C:19]([C:20]([F:21])([F:22])[F:23])=[CH:18][C:12]([C:13]([OH:15])=[O:14])=[CH:11][C:10]=1[O:24][CH3:25])[C:2]1[CH:3]=[CH:4][CH:5]=[CH:6][CH:7]=1.